From a dataset of Reaction yield outcomes from USPTO patents with 853,638 reactions. Predict the reaction yield, written as a fraction of the theoretical maximum amount of product (1.0 means a 100% yield; for example, 0.34 means a 34% yield). (1) The reactants are F[C:2]1[CH:9]=[C:8]([C:10]([F:13])([F:12])[F:11])[CH:7]=[CH:6][C:3]=1[CH:4]=[O:5].[NH:14]1[CH2:18][CH2:17][C@@H:16]([NH:19][C:20](=[O:26])[O:21][C:22]([CH3:25])([CH3:24])[CH3:23])[CH2:15]1.C([O-])([O-])=O.[K+].[K+].CS(C)=O. The catalyst is O. The product is [CH:4]([C:3]1[CH:6]=[CH:7][C:8]([C:10]([F:13])([F:12])[F:11])=[CH:9][C:2]=1[N:14]1[CH2:18][CH2:17][C@@H:16]([NH:19][C:20](=[O:26])[O:21][C:22]([CH3:24])([CH3:23])[CH3:25])[CH2:15]1)=[O:5]. The yield is 0.700. (2) The reactants are Br[CH2:2][C:3]1[CH:8]=[CH:7][C:6]([S:9]([C:12]2[CH:17]=[CH:16][CH:15]=[CH:14][CH:13]=2)(=[O:11])=[O:10])=[CH:5][CH:4]=1.[CH3:18][O:19][P:20]([O:23]C)[O:21][CH3:22]. No catalyst specified. The product is [C:12]1([S:9]([C:6]2[CH:7]=[CH:8][C:3]([CH2:2][P:20](=[O:23])([O:21][CH3:22])[O:19][CH3:18])=[CH:4][CH:5]=2)(=[O:11])=[O:10])[CH:17]=[CH:16][CH:15]=[CH:14][CH:13]=1. The yield is 0.860.